Dataset: Forward reaction prediction with 1.9M reactions from USPTO patents (1976-2016). Task: Predict the product of the given reaction. (1) The product is: [CH:38]([OH:40])=[O:54].[CH:59]1([C@H:46]2[C@H:45]([CH3:62])[C@@H:44]([NH:43][C:2]3[CH:7]=[CH:6][CH:5]=[C:4]([CH3:8])[N:3]=3)[C:53]3[C:48](=[CH:49][C:50]([O:54][CH3:55])=[CH:51][CH:52]=3)[N:47]2[C:56](=[O:58])[CH3:57])[CH2:61][CH2:60]1. Given the reactants Br[C:2]1[CH:7]=[CH:6][CH:5]=[C:4]([CH3:8])[N:3]=1.CN(C1C(C2C(P(C3CCCCC3)C3CCCCC3)=CC=CC=2)=CC=CC=1)C.C[C:38](C)([O-:40])C.[Na+].[NH2:43][C@H:44]1[C:53]2[C:48](=[CH:49][C:50]([O:54][CH3:55])=[CH:51][CH:52]=2)[N:47]([C:56](=[O:58])[CH3:57])[C@@H:46]([CH:59]2[CH2:61][CH2:60]2)[C@@H:45]1[CH3:62], predict the reaction product. (2) Given the reactants [F:1][C:2]1[CH:8]=[CH:7][C:5]([NH2:6])=[CH:4][CH:3]=1.C(#N)C.CS(O[CH:17]1[CH2:20][N:19]([CH:21]([C:28]2[CH:33]=[CH:32][CH:31]=[CH:30][CH:29]=2)[C:22]2[CH:27]=[CH:26][CH:25]=[CH:24][CH:23]=2)[CH2:18]1)(=O)=O, predict the reaction product. The product is: [CH:21]([N:19]1[CH2:20][CH:17]([NH:6][C:5]2[CH:7]=[CH:8][C:2]([F:1])=[CH:3][CH:4]=2)[CH2:18]1)([C:28]1[CH:29]=[CH:30][CH:31]=[CH:32][CH:33]=1)[C:22]1[CH:23]=[CH:24][CH:25]=[CH:26][CH:27]=1. (3) Given the reactants [C:1]([O:5][C@@H:6]([C:11]1[C:16]([CH3:17])=[CH:15][N:14]2[N:18]=[C:19]([C:21](O)=[O:22])[CH:20]=[C:13]2[C:12]=1[N:24]1[CH2:29][CH2:28][C:27]([CH3:31])([CH3:30])[CH2:26][CH2:25]1)[C:7]([O:9][CH3:10])=[O:8])([CH3:4])([CH3:3])[CH3:2].C(Cl)(=O)C(Cl)=O.[NH2:38][CH2:39][C:40](=[O:49])[CH2:41][C:42]1[CH:47]=[CH:46][C:45]([F:48])=[CH:44][CH:43]=1.Cl.CCN(C(C)C)C(C)C, predict the reaction product. The product is: [C:1]([O:5][C@@H:6]([C:11]1[C:16]([CH3:17])=[CH:15][N:14]2[N:18]=[C:19]([C:21](=[O:22])[NH:38][CH2:39][C:40](=[O:49])[CH2:41][C:42]3[CH:47]=[CH:46][C:45]([F:48])=[CH:44][CH:43]=3)[CH:20]=[C:13]2[C:12]=1[N:24]1[CH2:29][CH2:28][C:27]([CH3:30])([CH3:31])[CH2:26][CH2:25]1)[C:7]([O:9][CH3:10])=[O:8])([CH3:3])([CH3:4])[CH3:2]. (4) Given the reactants [C:1](#[N:5])[CH2:2][C:3]#[N:4].[H-].[Na+].[CH:8]1([C:14](Cl)=O)[CH2:13][CH2:12][CH2:11][CH2:10][CH2:9]1.S(OC)(OC)(=O)=O.C(N(CC)CC)C.[CH3:31][NH:32][NH2:33], predict the reaction product. The product is: [NH2:4][C:3]1[N:32]([CH3:31])[N:33]=[C:14]([CH:8]2[CH2:13][CH2:12][CH2:11][CH2:10][CH2:9]2)[C:2]=1[C:1]#[N:5]. (5) The product is: [NH2:2][C:3]1[N:4]=[C:5]([S:10][CH2:16][C:15]2[CH:18]=[CH:19][CH:20]=[C:21]([F:22])[C:14]=2[F:13])[N:6]=[C:7]([OH:9])[CH:8]=1. Given the reactants O.[NH2:2][C:3]1[CH:8]=[C:7]([OH:9])[N:6]=[C:5]([SH:10])[N:4]=1.[OH-].[Na+].[F:13][C:14]1[C:21]([F:22])=[CH:20][CH:19]=[CH:18][C:15]=1[CH2:16]Br, predict the reaction product. (6) Given the reactants [CH3:1][N:2]([CH3:34])[CH2:3][CH2:4][N:5]1[C:9]2[CH:10]=[CH:11][C:12]([S:14]([C@@H:17]3[CH2:21][CH2:20][N:19](C(OC(C)(C)C)=O)[CH2:18]3)(=[O:16])=[O:15])=[CH:13][C:8]=2[N:7]=[C:6]1[CH2:29][C:30]([CH3:33])([CH3:32])[CH3:31].Cl[Si](C)(C)C, predict the reaction product. The product is: [CH3:1][N:2]([CH3:34])[CH2:3][CH2:4][N:5]1[C:9]2[CH:10]=[CH:11][C:12]([S:14]([C@@H:17]3[CH2:21][CH2:20][NH:19][CH2:18]3)(=[O:15])=[O:16])=[CH:13][C:8]=2[N:7]=[C:6]1[CH2:29][C:30]([CH3:32])([CH3:31])[CH3:33]. (7) The product is: [F:33][C:28]1[C:29]([F:32])=[CH:30][C:31]2[C:22]3[C:23]([C:34](=[O:36])[N:7]([C:1]4[CH:6]=[CH:5][CH:4]=[CH:3][CH:2]=4)[N:8]=3)=[CH:24][NH:25][C:26]=2[CH:27]=1. Given the reactants [C:1]1([N:7]2C(=O)C3=CNC4C=CC=CC=4C3=[N:8]2)[CH:6]=[CH:5][CH:4]=[CH:3][CH:2]=1.Cl[C:22]1[C:31]2[C:26](=[CH:27][C:28]([F:33])=[C:29]([F:32])[CH:30]=2)[N:25]=[CH:24][C:23]=1[C:34]([O:36]CC)=O.C1(NN)C=CC=CC=1, predict the reaction product. (8) Given the reactants [O:1]=[C:2]1[N:6]([C:7]([O:9][C:10]([CH3:13])([CH3:12])[CH3:11])=[O:8])[C@H:5]([C:14]([O:16][CH3:17])=[O:15])[CH2:4][CH2:3]1.[CH2:18]([Mg]Br)[CH2:19][CH:20]=[CH2:21].S([O-])(O)(=O)=O.[K+].CC(=O)OCC, predict the reaction product. The product is: [C:10]([O:9][C:7]([NH:6][C@@H:5]([CH2:4][CH2:3][C:2](=[O:1])[CH2:21][CH2:20][CH:19]=[CH2:18])[C:14]([O:16][CH3:17])=[O:15])=[O:8])([CH3:13])([CH3:12])[CH3:11].